This data is from Merck oncology drug combination screen with 23,052 pairs across 39 cell lines. The task is: Regression. Given two drug SMILES strings and cell line genomic features, predict the synergy score measuring deviation from expected non-interaction effect. Drug 1: O=S1(=O)NC2(CN1CC(F)(F)F)C1CCC2Cc2cc(C=CCN3CCC(C(F)(F)F)CC3)ccc2C1. Drug 2: CCN(CC)CCNC(=O)c1c(C)[nH]c(C=C2C(=O)Nc3ccc(F)cc32)c1C. Cell line: LOVO. Synergy scores: synergy=8.83.